This data is from Reaction yield outcomes from USPTO patents with 853,638 reactions. The task is: Predict the reaction yield, written as a fraction of the theoretical maximum amount of product (1.0 means a 100% yield; for example, 0.34 means a 34% yield). (1) The reactants are [NH2:1][CH2:2][C:3]1[C:4]([F:23])=[C:5]([O:10][C:11]2[CH:12]=[C:13]([CH:16]=[C:17]([C:19]([F:22])([F:21])[F:20])[CH:18]=2)[C:14]#[N:15])[C:6]([Cl:9])=[CH:7][CH:8]=1.[Cl:24][C:25]1[N:26]=[C:27]([CH3:33])[NH:28][C:29]=1[C:30](O)=[O:31].CN(C(ON1N=NC2C=CC=NC1=2)=[N+](C)C)C.F[P-](F)(F)(F)(F)F.C(N(C(C)C)CC)(C)C. The catalyst is CN(C=O)C. The product is [Cl:24][C:25]1[N:26]=[C:27]([CH3:33])[NH:28][C:29]=1[C:30]([NH:1][CH2:2][C:3]1[CH:8]=[CH:7][C:6]([Cl:9])=[C:5]([O:10][C:11]2[CH:18]=[C:17]([C:19]([F:22])([F:20])[F:21])[CH:16]=[C:13]([C:14]#[N:15])[CH:12]=2)[C:4]=1[F:23])=[O:31]. The yield is 0.630. (2) The catalyst is CN(C=O)C.CCOCC.[Pd](Cl)Cl.C1(P(C2C=CC=CC=2)C2C=CC=CC=2)C=CC=CC=1.C1(P(C2C=CC=CC=2)C2C=CC=CC=2)C=CC=CC=1.[Cu]I. The product is [CH2:30]([C:34]1[CH:35]=[CH:36][C:37]([C:40]#[C:41][C:2]2[CH:3]=[CH:4][C:5]([S:8]([N:11]([CH2:18][C:19]3[CH:20]=[CH:21][C:22]([F:29])=[C:23]([CH:28]=3)[C:24]([O:26][CH3:27])=[O:25])[CH2:12][CH2:13][CH2:14][CH2:15][CH2:16][CH3:17])(=[O:9])=[O:10])=[CH:6][CH:7]=2)=[CH:38][CH:39]=1)[CH2:31][CH2:32][CH3:33]. The yield is 0.633. The reactants are Br[C:2]1[CH:7]=[CH:6][C:5]([S:8]([N:11]([CH2:18][C:19]2[CH:20]=[CH:21][C:22]([F:29])=[C:23]([CH:28]=2)[C:24]([O:26][CH3:27])=[O:25])[CH2:12][CH2:13][CH2:14][CH2:15][CH2:16][CH3:17])(=[O:10])=[O:9])=[CH:4][CH:3]=1.[CH2:30]([C:34]1[CH:39]=[CH:38][C:37]([C:40]#[CH:41])=[CH:36][CH:35]=1)[CH2:31][CH2:32][CH3:33].C1(P(C2C=CC=CC=2)C2C=CC=CC=2)C=CC=CC=1.